Task: Predict which catalyst facilitates the given reaction.. Dataset: Catalyst prediction with 721,799 reactions and 888 catalyst types from USPTO (1) Reactant: [CH2:1]([C:4]1([CH3:14])[C:9](=[O:10])[N:8]([CH3:11])[C:7](=[O:12])[NH:6][C:5]1=[O:13])[CH:2]=[CH2:3].N#N.[H-].[Na+].Br[CH2:20][C:21]([C:23]1[CH:28]=[CH:27][CH:26]=[CH:25][CH:24]=1)=[O:22]. Product: [CH2:1]([C:4]1([CH3:14])[C:9](=[O:10])[N:8]([CH3:11])[C:7](=[O:12])[N:6]([CH2:20][C:21](=[O:22])[C:23]2[CH:28]=[CH:27][CH:26]=[CH:25][CH:24]=2)[C:5]1=[O:13])[CH:2]=[CH2:3]. The catalyst class is: 3. (2) Reactant: [CH3:1][C:2]1[CH:18]=[C:17]([CH3:19])[CH:16]=[CH:15][C:3]=1[C:4]([C:6]1[CH:14]=[CH:13][CH:12]=[CH:11][C:7]=1[C:8]([OH:10])=O)=[O:5].S(Cl)(Cl)=O.[CH3:24][NH:25][CH2:26][C:27]([O:29][CH3:30])=[O:28].CCN(C(C)C)C(C)C. Product: [CH3:1][C:2]1[CH:18]=[C:17]([CH3:19])[CH:16]=[CH:15][C:3]=1[C:4]([C:6]1[CH:14]=[CH:13][CH:12]=[CH:11][C:7]=1[C:8]([N:25]([CH3:24])[CH2:26][C:27]([O:29][CH3:30])=[O:28])=[O:10])=[O:5]. The catalyst class is: 434. (3) Product: [N+:13]([C:12]1[C:7]2[NH:6][C:3](=[S:5])[O:16][C:8]=2[CH:9]=[CH:10][CH:11]=1)([O-:15])=[O:14]. Reactant: [OH-].[K+].[C:3](=[S:5])=S.[NH2:6][C:7]1[C:12]([N+:13]([O-:15])=[O:14])=[CH:11][CH:10]=[CH:9][C:8]=1[OH:16]. The catalyst class is: 88.